From a dataset of Reaction yield outcomes from USPTO patents with 853,638 reactions. Predict the reaction yield, written as a fraction of the theoretical maximum amount of product (1.0 means a 100% yield; for example, 0.34 means a 34% yield). (1) The reactants are [OH:1][C:2]1[CH:3]=[C:4]2[C:8](=[CH:9][CH:10]=1)[NH:7][C:6]([C:11]([O-:13])=[O:12])=[CH:5]2.C([O-])([O-])=O.[Cs+].[Cs+].Cl[C:21]1[S:22][C:23]2[CH:29]=[CH:28][CH:27]=[CH:26][C:24]=2[N:25]=1. The catalyst is CS(C)=O. The product is [S:22]1[C:23]2[CH:29]=[CH:28][CH:27]=[CH:26][C:24]=2[N:25]=[C:21]1[O:1][C:2]1[CH:3]=[C:4]2[C:8](=[CH:9][CH:10]=1)[NH:7][C:6]([C:11]([OH:13])=[O:12])=[CH:5]2. The yield is 0.860. (2) The reactants are Br[C:2]1[CH:25]=[CH:24][C:5]([C:6]([NH:8][NH:9][C:10]([NH:12][CH2:13][C@@H:14]2[CH2:18][CH2:17][N:16]([C:19]([CH:21]3[CH2:23][CH2:22]3)=[O:20])[CH2:15]2)=[O:11])=O)=[C:4]([CH3:26])[CH:3]=1.[C:27]([O-:30])([O-])=O.[K+].[K+]. No catalyst specified. The product is [O:30]1[C:27]2[CH:6]=[CH:5][C:4]([C:2]3[CH:25]=[CH:24][C:5]([C:6]4[N:12]([CH2:13][C@@H:14]5[CH2:18][CH2:17][N:16]([C:19]([CH:21]6[CH2:23][CH2:22]6)=[O:20])[CH2:15]5)[C:10](=[O:11])[NH:9][N:8]=4)=[C:4]([CH3:26])[CH:3]=3)=[CH:3][C:2]=2[CH:25]=[CH:24]1. The yield is 0.460. (3) The reactants are [CH3:1][O:2][C:3](=[O:25])[C:4]1[CH:9]=[CH:8][C:7]([OH:10])=[CH:6][C:5]=1[NH:11][C:12](=[O:24])[C:13]1[CH:18]=[CH:17][C:16]([O:19][C:20]([F:23])([F:22])[F:21])=[CH:15][CH:14]=1.[Br:26][CH2:27][CH2:28][CH2:29]Br.C(=O)([O-])[O-].[K+].[K+]. The catalyst is CC(C)=O. The product is [CH3:1][O:2][C:3](=[O:25])[C:4]1[CH:9]=[CH:8][C:7]([O:10][CH2:29][CH2:28][CH2:27][Br:26])=[CH:6][C:5]=1[NH:11][C:12](=[O:24])[C:13]1[CH:18]=[CH:17][C:16]([O:19][C:20]([F:22])([F:21])[F:23])=[CH:15][CH:14]=1. The yield is 0.750. (4) The reactants are [CH2:1]([OH:8])[C:2]1[CH:7]=[CH:6][CH:5]=[CH:4][CH:3]=1.[OH-].[K+].C(=O)([O-])[O-].[K+].[K+].Cl[C:18]1[C:23]([N+:24]([O-:26])=[O:25])=[CH:22][CH:21]=[CH:20][N:19]=1.COCCOCCN(CCOCCOC)CCOCCOC. The catalyst is C1(C)C=CC=CC=1.O. The product is [CH2:1]([O:8][C:18]1[C:23]([N+:24]([O-:26])=[O:25])=[CH:22][CH:21]=[CH:20][N:19]=1)[C:2]1[CH:7]=[CH:6][CH:5]=[CH:4][CH:3]=1. The yield is 0.840. (5) The reactants are S(=O)(=O)(O)O.[H-].[Al+3].[Li+].[H-].[H-].[H-].[CH3:12][N:13]1[C:18](=O)[CH:17]2[CH2:20][CH2:21][C:14]1([C:22](OC)=[O:23])[CH2:15][CH2:16]2. The catalyst is O1CCCC1. The product is [CH3:12][N:13]1[CH2:18][CH:17]2[CH2:16][CH2:15][C:14]1([CH2:22][OH:23])[CH2:21][CH2:20]2. The yield is 0.810. (6) The reactants are C[O:2][C:3]([C:5]1([CH2:8][CH2:9][CH2:10][CH2:11][CH2:12][CH2:13][CH2:14][CH2:15][CH2:16][CH2:17][CH2:18][CH2:19][C:20]2([C:23](=[O:28])[NH:24][CH:25]3[CH2:27][CH2:26]3)[CH2:22][CH2:21]2)[CH2:7][CH2:6]1)=[O:4].[OH-].[K+].Cl. The catalyst is CO.O. The product is [CH:25]1([NH:24][C:23]([C:20]2([CH2:19][CH2:18][CH2:17][CH2:16][CH2:15][CH2:14][CH2:13][CH2:12][CH2:11][CH2:10][CH2:9][CH2:8][C:5]3([C:3]([OH:4])=[O:2])[CH2:7][CH2:6]3)[CH2:22][CH2:21]2)=[O:28])[CH2:27][CH2:26]1. The yield is 0.760.